This data is from Full USPTO retrosynthesis dataset with 1.9M reactions from patents (1976-2016). The task is: Predict the reactants needed to synthesize the given product. Given the product [C:17]([O:20][CH2:21][C:22]([NH:1][C:2]1[CH:9]=[CH:8][C:5]([C:6]#[N:7])=[CH:4][CH:3]=1)=[O:23])(=[O:19])[CH3:18], predict the reactants needed to synthesize it. The reactants are: [NH2:1][C:2]1[CH:9]=[CH:8][C:5]([C:6]#[N:7])=[CH:4][CH:3]=1.C(N(CC)CC)C.[C:17]([O:20][CH2:21][C:22](Cl)=[O:23])(=[O:19])[CH3:18].